Dataset: B-cell epitopes from IEDB database with 3,159 antigens for binding position prediction. Task: Token-level Classification. Given an antigen amino acid sequence, predict which amino acid positions are active epitope sites capable of antibody binding. Output is a list of indices for active positions. (1) Given the antigen sequence: MKVIKTLSIINFFIFVTFNIKNESKYSNTFINNAYNMSIRRSMANEGFNTNTVGANAPNADTIASGSQTSTYSATTSTTNNGESQTTTPTAADTIASGSQRSTNSASTSTTNNGESQTTTPTAADTPTATESISPSPPITTTESSKFWQCTNKTDGKGEESEKQNELNESTEEGPKAPQEPQTAENENPAAPVNKGTGQHGHMHGSRNNHPQNTSDSQKECTDGNKENCGAATSLLSNSSNIASINKFVVLISATLVLSFAIFI, which amino acid positions are active epitope sites? The epitope positions are: [58, 59, 60, 61, 62, 63, 64, 65]. The amino acids at these positions are: NADTIASG. (2) Given the antigen sequence: MFPKAVRRAVTAGVFAAPTLMSFLRCGVMASDPPLVANQVVTCPDKKSTAAVILTPTENHFTLKCPKTALTEPPTLAYSPNRQICSAGTTSSCTSKAVTLSSLIPEAEDSWWTGDSASLDTAGIKLTVPIEKFPVTTQTFVVGCIKGDDAQSCMVTVTVQARASSVVNNVARCSYGANSTLGPVKLSAEGPTTMTLVCGKDGVKVPQDNNQYCSGTTLTGCNEKSFKDILPKLTENPWQGNASSDKGATLTIKKEAFPAESKSVIIGCTGGSPEKHHCTVKLEFAGAAGPAKSAAGTASHVSIFAMVIGLIGSFAACVA, which amino acid positions are active epitope sites? The epitope positions are: [308, 309, 310, 311, 312, 313, 314, 315, 316, 317]. The amino acids at these positions are: GLIGSFAACV. (3) Given the antigen sequence: DSSGGKKLLGLSYDEKHQWQPIYGSTPVTPTGSWETGKRYHVVLTMANKIGSVYIDGELLEGSGQTVVPDERTPDISHFYVGGYGRSDMPTISHVTVNNVLLYNRQLNAEEIKTLFLSQDLIGTEAHMDSSSDSSAHGTPSTPVDSSAHGTPSTPVGSSAHGTPSTPVDSSAHSTPSTPVDSSAHGTPSTPVDSSAHSTPSTPADSSANGTVLILPDGVCTFRPFRAEGFFCVRVLCCCTCFLGSFXM, which amino acid positions are active epitope sites? The epitope positions are: [140, 141, 142, 143, 144, 145, 146, 147, 148, 149, 150, 151, 152, 153, 154]. The amino acids at these positions are: STPVDSSAHGTPSTP. (4) The epitope positions are: [1577, 1578, 1579, 1580, 1581, 1582, 1583, 1584, 1585, 1586, 1587, 1588, 1589, 1590, 1591, 1592, 1593, 1594]. The amino acids at these positions are: MLNISQHQCVKKQCPQNS. Given the antigen sequence: MKIIFFLCSFLFFIINTQCVTHESYQELVKKLEALEDAVLTGYSLFQKEKMVLNEGTSGTAVTTSTPGSGGSVTSGGSVTSGGSVTSVASVASVASVASVASGGSGNSRRTNPSDNSSDSDAKSYADLKHRVQNYLFTIKELKYPELFDLTNHMLTLCDNIHGFKYLIDGYEEINELLYKLNFYFDLLRAKLNDVCANDYCQIPFNLKIRANELDVLKKLVFGYRKPLDNIKDNVGKMEDYIKKNKTTIANINELIEGSKKTIDQNKNADNEEGKKKLYQAQYNLFIYNKQLQEAHNLISVLKKRIDTLKKNENIKKLLEDIDKIKTDAEKPTTGSKPNTLLDKNKKIEEHEEKIKEIAKTIKFNIDSLFTDPLELEYYLREKNKKVDVTPKSQDPTKSVQIPKVPYPNGIVYPLPLTDIHNSLAADNDKNSYGDLMNPDTKEKINEKIITDNKERKIFINNIKKQIDLEEKNINHTKEQNKKLLEDYEKSKKDYEELLE..., which amino acid positions are active epitope sites? (5) Given the antigen sequence: MRPRAGPLPLPSPLVPLLALALLAATRPLGPAAATPVVSPRASPAPPVPAATPTFPDDDNDGEAGAAPGAPGTNASVEAGHATLRENLRDIKALDGDATFYVCPPPTGATVVQFEQPRPCPRAPDGQNYTEGIAVIFKENIAPYKFKATMYYKDVTVSQVWFGHRYSQFMGIFEDRAPVPFEEVIDKINARGVCRSTAKYVRNNMESTAFHRDDDESDMKLKPAKAATRTSRGWHTTDLKYNPSRIEAFHRYGTTVNCIVEEVEARSVYPYDEFVLATGDFVYMSPFYGYRDGAHAEHTAYAADRFRQVDGYYERDLSTGRRASTPATRNLLTTPKFTVGWDWAPKRPSVCTLTKWQEVDEMLRAEYGPSFRFSSSALSTTFTTNRTEYALSRVDLGDCVGREAREAVDRIFLRRYNGTHVKVGQVQYYLATGGFLIAYQPLLSNALVELYVRELLREQERRPGDAAATPKPSADPPDVERIKTTSSVEFARLQFTYDHI..., which amino acid positions are active epitope sites? The epitope positions are: [684, 685, 686, 687, 688, 689, 690, 691, 692, 693, 694, 695, 696, 697, 698]. The amino acids at these positions are: GLLDYTEVQRRNQLH. (6) Given the antigen sequence: MTNSISGYQPTVTTSTSSTTSASGASGSLGASSVSTTANATVTQTANTTNSAATSSIQTTGETVVNYTNSASAPTVTVSTSSSSTQATATSNKTSQAVAGKITSPDTSESSETSSTSSSDHIPSDYDDVGSNSGDISNNYDDVGSNNGDISSNYDDAAADYEPIRTTENIYESIGGSRTSGPENTSGGVAAAALNSLRGSSYSNYDDAAADYEPIRTTENIYESIGGSRTSGPENTSGGAAAAALNSLRGSSYTTGPRNEGVFGPGPEGLPDMSLPSYDPTNKTSLLTFLSNPHVKSKMLENSGHFVFIDTDRSSFILVPNGNWDQVCSIKVQNGKTKEDLDIKDLENMCAKFCTGFNKFSGDWDSRVEPMMSAKAGVTSGGNLPNTVIINNKFKTCVAYGPWNSQEASSGYTPSAWRRGHRVDFGGIFEKANDFNKINWGTQAGPSSEDDGISFSNETPGAGPAAAPSPTPSSIPIINVNVNVGGTNVNIGDTNVNTTN..., which amino acid positions are active epitope sites? The epitope positions are: [79, 80, 81, 82, 83, 84, 85, 86, 87, 88, 89, 90, 91, 92, 93, 94]. The amino acids at these positions are: TSSSSTQATATSNKTS. (7) Given the antigen sequence: MSVDSSSTHRRRCVAARLVRLAAAGAAVTVAVGTAAAWAHAGALQHRCVHDAMQARVRQSVADHHKAPGAVSAVGLPYVTLDAAHTAAAADPRPGSARSVVRDVNWGALRIAVSTEDLTDPAYHCARVGQHVKDHAGAIVTCTAEDILTNEKRDILVKHLIPQAVQLHTERLKVQQVQGKWKVTDMVGDICGDFKVPQAHITEGFSNTDFVMYVASVPSEEGVLAWATTCQTFSDGHPAVGVINIPAANIASRYDQLVTRVVTHEMAHALGFSGPFFEDARIVANVPNVRGKNFDVPVINSSTAVAKAREQYGCDTLEYLEVEDQGGAGSAGSHIKMRNAQDELMAPAAAAGYYTALTMAIFQDLGFYQADFSKAEVMPWGQNAGCAFLTNKCMEQSVTQWPAMFCNESEDAIRCPTSRLSLGACGVTRHPGLPPYWQYFTDPSLAGVSAFMDYCPVVVPYSDGSCTQRASEAHASLLPFNVFSDAARCIDGAFRPKATD..., which amino acid positions are active epitope sites? The epitope positions are: [260, 261, 262, 263, 264, 265, 266, 267, 268, 269, 270]. The amino acids at these positions are: VVTHEMAHALG. (8) Given the antigen sequence: MVPSAGQLALFALGIVLAACQALENSTSPLSDPPVAAAVVSHFNDCPDSHTQFCFHGTCRFLVQEDKPACVCHSGYVGARCEHADLLAVVAASQKKQAITALVVVSIVALAVLIITCVLIHCCQVRKHCEWCRALICRHEKPSALLKGRTACCHSETVV, which amino acid positions are active epitope sites? The epitope positions are: [38, 39, 40, 41, 42, 43, 44]. The amino acids at these positions are: VVSHFND. (9) Given the antigen sequence: MTKKPGGPGKNRAINMLKRGLPRVFPLVGVKRVVMSLLDGRGPVRFVLALITFFKFTALAPTKALLGRWKAVEKSVAMKHLTSFKRELGTLIDAVNKRGRKQNKRGGNEGSIMWLASLAVVIAYAGA, which amino acid positions are active epitope sites? The epitope positions are: [1, 2, 3, 4, 5, 6, 7, 8, 9, 10, 11, 12, 13, 14, 15]. The amino acids at these positions are: TKKPGGPGKNRAINM.